Dataset: NCI-60 drug combinations with 297,098 pairs across 59 cell lines. Task: Regression. Given two drug SMILES strings and cell line genomic features, predict the synergy score measuring deviation from expected non-interaction effect. Drug 1: CC1CCC2CC(C(=CC=CC=CC(CC(C(=O)C(C(C(=CC(C(=O)CC(OC(=O)C3CCCCN3C(=O)C(=O)C1(O2)O)C(C)CC4CCC(C(C4)OC)O)C)C)O)OC)C)C)C)OC. Drug 2: CC12CCC3C(C1CCC2OP(=O)(O)O)CCC4=C3C=CC(=C4)OC(=O)N(CCCl)CCCl.[Na+]. Cell line: LOX IMVI. Synergy scores: CSS=10.7, Synergy_ZIP=7.16, Synergy_Bliss=11.8, Synergy_Loewe=4.13, Synergy_HSA=7.62.